From a dataset of Reaction yield outcomes from USPTO patents with 853,638 reactions. Predict the reaction yield, written as a fraction of the theoretical maximum amount of product (1.0 means a 100% yield; for example, 0.34 means a 34% yield). The product is [CH3:3][N:4]([C:13]1[CH:14]=[CH:15][CH:16]=[C:17]2[C:21]=1[NH:20][C:19]([C:22]1[S:23][CH:24]([CH2:27][N:28]3[CH2:33][CH2:32][O:31][CH2:30][CH2:29]3)[CH2:25][N:26]=1)=[CH:18]2)[S:5]([C:8]1[S:9][CH:10]=[CH:11][CH:12]=1)(=[O:7])=[O:6]. The catalyst is C(OCC)(=O)C. The yield is 0.460. The reactants are Cl.Cl.[CH3:3][N:4]([C:13]1[CH:14]=[CH:15][CH:16]=[C:17]2[C:21]=1[NH:20][C:19]([C:22]1[S:23][CH:24]([CH2:27][N:28]3[CH2:33][CH2:32][O:31][CH2:30][CH2:29]3)[CH2:25][N:26]=1)=[CH:18]2)[S:5]([C:8]1[S:9][CH:10]=[CH:11][CH:12]=1)(=[O:7])=[O:6].[OH-].[Na+].